Task: Regression. Given a peptide amino acid sequence and an MHC pseudo amino acid sequence, predict their binding affinity value. This is MHC class I binding data.. Dataset: Peptide-MHC class I binding affinity with 185,985 pairs from IEDB/IMGT (1) The MHC is HLA-B40:02 with pseudo-sequence HLA-B40:02. The binding affinity (normalized) is 0. The peptide sequence is RYSIFFDY. (2) The peptide sequence is CSEYVKDIY. The MHC is HLA-A01:01 with pseudo-sequence HLA-A01:01. The binding affinity (normalized) is 0.648. (3) The peptide sequence is VETPIRNEW. The MHC is HLA-B18:01 with pseudo-sequence HLA-B18:01. The binding affinity (normalized) is 0.312. (4) The peptide sequence is SLYPPCLFK. The MHC is HLA-B45:06 with pseudo-sequence HLA-B45:06. The binding affinity (normalized) is 0.213. (5) The peptide sequence is AVLQSGFRK. The MHC is HLA-A01:01 with pseudo-sequence HLA-A01:01. The binding affinity (normalized) is 0.0847. (6) The peptide sequence is RVNDLNRMPT. The MHC is HLA-A02:02 with pseudo-sequence HLA-A02:02. The binding affinity (normalized) is 0.333. (7) The peptide sequence is SKYAGINIL. The MHC is HLA-B15:01 with pseudo-sequence HLA-B15:01. The binding affinity (normalized) is 0.202.